From a dataset of Full USPTO retrosynthesis dataset with 1.9M reactions from patents (1976-2016). Predict the reactants needed to synthesize the given product. Given the product [Cl:1][C:2]1[CH:3]=[CH:4][C:5]2[O:9][CH:8]=[C:7]([CH2:10][CH2:11][N:28]3[CH2:29][CH2:30][N:25]([C:23]4[CH:24]=[C:15]([Cl:14])[CH:16]=[C:17]5[C:22]=4[N:21]=[CH:20][CH:19]=[CH:18]5)[CH2:26][CH2:27]3)[C:6]=2[CH:13]=1, predict the reactants needed to synthesize it. The reactants are: [Cl:1][C:2]1[CH:3]=[CH:4][C:5]2[O:9][CH:8]=[C:7]([CH2:10][CH2:11]I)[C:6]=2[CH:13]=1.[Cl:14][C:15]1[CH:16]=[C:17]2[C:22](=[C:23]([N:25]3[CH2:30][CH2:29][NH:28][CH2:27][CH2:26]3)[CH:24]=1)[N:21]=[CH:20][CH:19]=[CH:18]2.